From a dataset of NCI-60 drug combinations with 297,098 pairs across 59 cell lines. Regression. Given two drug SMILES strings and cell line genomic features, predict the synergy score measuring deviation from expected non-interaction effect. (1) Drug 1: C1CN1P(=S)(N2CC2)N3CC3. Drug 2: CC1=C(C(=CC=C1)Cl)NC(=O)C2=CN=C(S2)NC3=CC(=NC(=N3)C)N4CCN(CC4)CCO. Cell line: HCT116. Synergy scores: CSS=30.7, Synergy_ZIP=-6.02, Synergy_Bliss=4.70, Synergy_Loewe=-3.43, Synergy_HSA=-1.22. (2) Synergy scores: CSS=-3.21, Synergy_ZIP=-1.07, Synergy_Bliss=-4.55, Synergy_Loewe=-3.44, Synergy_HSA=-4.33. Cell line: MDA-MB-435. Drug 2: C1CN1P(=S)(N2CC2)N3CC3. Drug 1: C1CC(=O)NC(=O)C1N2CC3=C(C2=O)C=CC=C3N.